Predict the reactants needed to synthesize the given product. From a dataset of Full USPTO retrosynthesis dataset with 1.9M reactions from patents (1976-2016). (1) Given the product [CH2:1]([N:8]1[CH:12]=[C:11]([C:13]([O:19][CH3:20])=[C:14]([C:15]#[N:16])[C:17]#[N:18])[CH:10]=[N:9]1)[C:2]1[CH:3]=[CH:4][CH:5]=[CH:6][CH:7]=1, predict the reactants needed to synthesize it. The reactants are: [CH2:1]([N:8]1[CH:12]=[C:11]([C:13]([OH:19])=[C:14]([C:17]#[N:18])[C:15]#[N:16])[CH:10]=[N:9]1)[C:2]1[CH:7]=[CH:6][CH:5]=[CH:4][CH:3]=1.[CH:20](OC)(OC)OC. (2) Given the product [CH:1]1([C:4]2[CH:5]=[CH:6][C:7]([C:15]([N:23]3[CH2:24][C:20]([F:28])([F:19])[CH2:21][C@H:22]3[C:25]([NH2:27])=[O:26])=[O:17])=[N:8][C:9]=2[O:10][CH2:11][CH:12]2[CH2:13][CH2:14]2)[CH2:2][CH2:3]1, predict the reactants needed to synthesize it. The reactants are: [CH:1]1([C:4]2[CH:5]=[CH:6][C:7]([C:15]([OH:17])=O)=[N:8][C:9]=2[O:10][CH2:11][CH:12]2[CH2:14][CH2:13]2)[CH2:3][CH2:2]1.Cl.[F:19][C:20]1([F:28])[CH2:24][NH:23][C@H:22]([C:25]([NH2:27])=[O:26])[CH2:21]1. (3) The reactants are: [C:1]([O:4][C@H:5]([C@H:9]1[O:14][CH2:13][CH2:12][N:11]([C:15]2[CH:24]=[CH:23][CH:22]=[C:21]3[C:16]=2[CH:17]=[CH:18][C:19](=[O:25])[NH:20]3)[C:10]1=[O:26])[C:6](O)=[O:7])(=[O:3])[CH3:2].[NH2:27][C:28]1[CH:47]=[CH:46][C:31]2[C:32]([N:35]3[C:43](=[O:44])[C:42]4[C:37](=[CH:38][CH:39]=[CH:40][CH:41]=4)[C:36]3=[O:45])=[N:33][O:34][C:30]=2[CH:29]=1. Given the product [O:45]=[C:36]1[C:37]2[C:42](=[CH:41][CH:40]=[CH:39][CH:38]=2)[C:43](=[O:44])[N:35]1[C:32]1[C:31]2[CH:46]=[CH:47][C:28]([NH:27][C:6](=[O:7])[C@H:5]([O:4][C:1](=[O:3])[CH3:2])[C@H:9]3[O:14][CH2:13][CH2:12][N:11]([C:15]4[CH:24]=[CH:23][CH:22]=[C:21]5[C:16]=4[CH:17]=[CH:18][C:19](=[O:25])[NH:20]5)[C:10]3=[O:26])=[CH:29][C:30]=2[O:34][N:33]=1, predict the reactants needed to synthesize it. (4) The reactants are: [N+:1]([C:4]1[CH:5]=[C:6]([CH:10]=[CH:11][C:12]=1F)[C:7]([OH:9])=[O:8])([O-:3])=[O:2].[Cl:14][C:15]([C:28]1[CH:33]=[CH:32][CH:31]=[CH:30][CH:29]=1)([C:22]1[CH:27]=[CH:26][CH:25]=[CH:24][CH:23]=1)[C:16]1[CH:21]=[CH:20][CH:19]=[CH:18][CH:17]=1.[NH2:34][C:35]1[C:36]2[C:41]([N:42]=[C:43]3[C:48]=1[CH:47]=[CH:46][CH:45]=[CH:44]3)=[CH:40][CH:39]=[CH:38][CH:37]=2. Given the product [Cl:14][C:15]([C:16]1[CH:21]=[CH:20][CH:19]=[CH:18][CH:17]=1)([C:28]1[CH:29]=[CH:30][CH:31]=[CH:32][CH:33]=1)[C:22]1[CH:23]=[CH:24][CH:25]=[CH:26][CH:27]=1.[CH:47]1[C:48]2[C:43](=[N:42][C:41]3[C:36]([C:35]=2[NH:34][C:12]2[CH:11]=[CH:10][C:6]([C:7]([OH:9])=[O:8])=[CH:5][C:4]=2[N+:1]([O-:3])=[O:2])=[CH:37][CH:38]=[CH:39][CH:40]=3)[CH:44]=[CH:45][CH:46]=1, predict the reactants needed to synthesize it. (5) Given the product [F:1][C:2]1[CH:3]=[C:4]([C:9]2[C:10]([C:18]#[N:19])=[CH:11][C:12]([O:16][CH3:17])=[C:13]([B:59]3[O:60][C:61]([CH3:63])([CH3:62])[C:57]([CH3:64])([CH3:56])[O:58]3)[CH:14]=2)[CH:5]=[C:6]([F:8])[CH:7]=1, predict the reactants needed to synthesize it. The reactants are: [F:1][C:2]1[CH:3]=[C:4]([C:9]2[C:10]([C:18]#[N:19])=[CH:11][C:12]([O:16][CH3:17])=[C:13](I)[CH:14]=2)[CH:5]=[C:6]([F:8])[CH:7]=1.C1(P(C2CCCCC2)C2C=CC=CC=2C2C(OC)=CC=CC=2OC)CCCCC1.C(N(CC)CC)C.[CH3:56][C:57]1([CH3:64])[C:61]([CH3:63])([CH3:62])[O:60][BH:59][O:58]1. (6) The reactants are: O.[OH-].[Li+].[CH2:4]([C:11]1[CH:12]=[CH:13][C:14]([C:17]#[C:18][C:19]2[CH:33]=[CH:32][C:22]([CH2:23][N:24]3[CH2:27][CH:26]([C:28]([O:30]C)=[O:29])[CH2:25]3)=[CH:21][C:20]=2[F:34])=[N:15][CH:16]=1)[C:5]1[CH:10]=[CH:9][CH:8]=[CH:7][CH:6]=1. Given the product [CH2:4]([C:11]1[CH:12]=[CH:13][C:14]([C:17]#[C:18][C:19]2[CH:33]=[CH:32][C:22]([CH2:23][N:24]3[CH2:27][CH:26]([C:28]([OH:30])=[O:29])[CH2:25]3)=[CH:21][C:20]=2[F:34])=[N:15][CH:16]=1)[C:5]1[CH:10]=[CH:9][CH:8]=[CH:7][CH:6]=1, predict the reactants needed to synthesize it. (7) Given the product [C:26]([O:30][C:31](=[O:34])[CH2:32][O:22][C@H:18]1[CH2:19][CH2:20][CH2:21][C@@H:16]([NH:15][C:14]2[C:9]3[CH:8]=[C:7]([C:1]4[CH:2]=[CH:3][CH:4]=[CH:5][CH:6]=4)[O:23][C:10]=3[N:11]=[CH:12][N:13]=2)[CH2:17]1)([CH3:29])([CH3:28])[CH3:27], predict the reactants needed to synthesize it. The reactants are: [C:1]1([C:7]2[O:23][C:10]3[N:11]=[CH:12][N:13]=[C:14]([NH:15][C@@H:16]4[CH2:21][CH2:20][CH2:19][C@H:18]([OH:22])[CH2:17]4)[C:9]=3[CH:8]=2)[CH:6]=[CH:5][CH:4]=[CH:3][CH:2]=1.[OH-].[Na+].[C:26]([O:30][C:31](=[O:34])[CH2:32]Br)([CH3:29])([CH3:28])[CH3:27].O. (8) Given the product [NH2:11][C:12]1[C:21]2[C:16](=[C:17]([C:2]3[CH:3]=[CH:4][C:5]4[N:6]([CH:8]=[N:9][CH:10]=4)[CH:7]=3)[C:18]([CH3:22])=[CH:19][CH:20]=2)[N:15]=[N:14][C:13]=1[C:24]([NH2:26])=[O:25], predict the reactants needed to synthesize it. The reactants are: Br[C:2]1[CH:3]=[CH:4][C:5]2[N:6]([CH:8]=[N:9][CH:10]=2)[CH:7]=1.[NH2:11][C:12]1[C:21]2[C:16](=[C:17](Br)[C:18]([CH3:22])=[CH:19][CH:20]=2)[N:15]=[N:14][C:13]=1[C:24]([NH2:26])=[O:25]. (9) The reactants are: FC(F)(F)S([O:6][C@@H:7]1[C@@H:12]([O:13][CH2:14][C:15]2[CH:20]=[CH:19][CH:18]=[CH:17][CH:16]=2)[C@H:11]([O:21][CH2:22][C:23]2[CH:28]=[CH:27][CH:26]=[CH:25][CH:24]=2)[C@H:10]([O:29][CH2:30][C:31]2[CH:36]=[CH:35][CH:34]=[CH:33][CH:32]=2)[O:9][CH2:8]1)(=O)=O.N([O-])=O.[Na+].O. Given the product [CH2:14]([O:13][C@H:12]1[C@H:11]([O:21][CH2:22][C:23]2[CH:28]=[CH:27][CH:26]=[CH:25][CH:24]=2)[C@H:10]([O:29][CH2:30][C:31]2[CH:32]=[CH:33][CH:34]=[CH:35][CH:36]=2)[O:9][CH2:8][C@@H:7]1[OH:6])[C:15]1[CH:20]=[CH:19][CH:18]=[CH:17][CH:16]=1, predict the reactants needed to synthesize it.